Predict the reactants needed to synthesize the given product. From a dataset of Full USPTO retrosynthesis dataset with 1.9M reactions from patents (1976-2016). (1) Given the product [O:47]1[CH:35]=[CH:40][C:39]([C:38]2[S:41][C:10]([C:9]3[CH:14]=[CH:15][CH:16]=[C:17]([O:18][CH3:19])[CH:8]=3)=[N:12][N:13]=2)=[CH:46]1, predict the reactants needed to synthesize it. The reactants are: O1C=CC(C([C:8]2[C:17]([O:18][CH3:19])=[CH:16][CH:15]=[CH:14][C:9]=2[C:10]([NH:12][NH2:13])=O)=O)=C1.P12(SP3(SP(SP(S3)(S1)=S)(=S)S2)=S)=S.O.[C:35]1(C)[CH:40]=[CH:39][C:38]([S:41](O)(=O)=O)=CC=1.[C:46](=O)([O-])[OH:47].[Na+]. (2) Given the product [Br:13][C:14]1[CH:15]=[C:16]2[C:20](=[C:21]([C:24]([NH2:3])=[O:26])[C:22]=1[F:23])[NH:19][CH:18]=[CH:17]2, predict the reactants needed to synthesize it. The reactants are: C1N=C[N:3](C(N2C=NC=C2)=O)C=1.[Br:13][C:14]1[CH:15]=[C:16]2[C:20](=[C:21]([C:24]([OH:26])=O)[C:22]=1[F:23])[NH:19][CH:18]=[CH:17]2. (3) Given the product [C:1]([O:5][C:6]([N:8]1[CH2:14][CH2:13][C:12]2[C:15]([CH2:20][S:21][C:23]3[S:27][C:26]([NH:28][CH2:29][CH:30]4[CH2:32][CH2:31]4)=[N:25][CH:24]=3)=[C:16]([Cl:19])[CH:17]=[CH:18][C:11]=2[CH2:10][CH2:9]1)=[O:7])([CH3:4])([CH3:2])[CH3:3], predict the reactants needed to synthesize it. The reactants are: [C:1]([O:5][C:6]([N:8]1[CH2:14][CH2:13][C:12]2[C:15]([CH2:20][SH:21])=[C:16]([Cl:19])[CH:17]=[CH:18][C:11]=2[CH2:10][CH2:9]1)=[O:7])([CH3:4])([CH3:3])[CH3:2].Br[C:23]1[S:27][C:26]([NH:28][CH2:29][CH:30]2[CH2:32][CH2:31]2)=[N:25][CH:24]=1.C(=O)([O-])[O-].[Cs+].[Cs+]. (4) The reactants are: Cl[C:2]1[N:7]=[C:6]([NH2:8])[C:5]([CH3:9])=[CH:4][N:3]=1.C([O-])([O-])=O.[Na+].[Na+].[F:16][C:17]1[CH:22]=[CH:21][C:20]([F:23])=[CH:19][C:18]=1B(O)O. Given the product [F:16][C:17]1[CH:22]=[CH:21][C:20]([F:23])=[CH:19][C:18]=1[C:2]1[N:7]=[C:6]([NH2:8])[C:5]([CH3:9])=[CH:4][N:3]=1, predict the reactants needed to synthesize it. (5) Given the product [Br:1][C:2]1[CH:3]=[CH:4][C:5]([F:10])=[C:6]([CH:7]([OH:8])[CH3:11])[CH:9]=1, predict the reactants needed to synthesize it. The reactants are: [Br:1][C:2]1[CH:3]=[CH:4][C:5]([F:10])=[C:6]([CH:9]=1)[CH:7]=[O:8].[CH3:11][Mg]Br. (6) Given the product [C:6]([C@@:8]12[CH2:25][CH2:24][C:23]3[CH:22]=[C:21]([O:26][CH3:27])[CH:20]=[CH:19][C:18]=3[C:17]1=[CH:16][CH2:15][C@@:13]1([CH3:14])[C@H:9]2[CH2:10][CH2:11][C@@H:12]1[O:29][CH:30]1[CH2:35][CH2:34][CH2:33][CH2:32][O:31]1)#[N:7], predict the reactants needed to synthesize it. The reactants are: P(Cl)(Cl)(Cl)=O.[C:6]([C@@:8]12[CH2:25][CH2:24][C:23]3[CH:22]=[C:21]([O:26][CH3:27])[CH:20]=[CH:19][C:18]=3[C@H:17]1[CH:16](O)[CH2:15][C@@:13]1([CH3:14])[C@H:9]2[CH2:10][CH2:11][C@@H:12]1[O:29][CH:30]1[CH2:35][CH2:34][CH2:33][CH2:32][O:31]1)#[N:7].C(=O)(O)[O-].[Na+]. (7) Given the product [NH2:38][CH2:39][C:40]([NH:1][C:2]1[CH:7]=[N:6][CH:5]=[C:4]([C:8]2[S:30][C:11]3=[N:12][C:13]([N:17]4[CH2:18][CH2:19][NH:20][CH2:21][CH2:22]4)=[CH:14][C:15](=[O:16])[N:10]3[N:9]=2)[CH:3]=1)=[O:41], predict the reactants needed to synthesize it. The reactants are: [NH2:1][C:2]1[CH:3]=[C:4]([C:8]2[S:30][C:11]3=[N:12][C:13]([N:17]4[CH2:22][CH2:21][N:20](C(OC(C)(C)C)=O)[CH2:19][CH2:18]4)=[CH:14][C:15](=[O:16])[N:10]3[N:9]=2)[CH:5]=[N:6][CH:7]=1.CC(OC([NH:38][CH2:39][C:40](O)=[O:41])=O)(C)C.CN(C(ON1N=NC2C=CC=NC1=2)=[N+](C)C)C.F[P-](F)(F)(F)(F)F.CCN(C(C)C)C(C)C.